From a dataset of Forward reaction prediction with 1.9M reactions from USPTO patents (1976-2016). Predict the product of the given reaction. Given the reactants [N+]([O-])(O)=O.[N+]([O-])(O)=O.[CH3:9][O:10][C:11]1[CH:12]=[C:13]([NH:23][C:24]([NH2:26])=[NH:25])[CH:14]=[CH:15][C:16]=1[N:17]1[CH:21]=[C:20]([CH3:22])[N:19]=[CH:18]1.O=[C:28]([CH2:34][C:35](=O)[CH3:36])[C:29]([O:31][CH2:32][CH3:33])=[O:30].C(=O)([O-])[O-].[K+].[K+], predict the reaction product. The product is: [CH3:9][O:10][C:11]1[CH:12]=[C:13]([NH:23][C:24]2[N:26]=[C:28]([C:29]([O:31][CH2:32][CH3:33])=[O:30])[CH:34]=[C:35]([CH3:36])[N:25]=2)[CH:14]=[CH:15][C:16]=1[N:17]1[CH:21]=[C:20]([CH3:22])[N:19]=[CH:18]1.